This data is from Catalyst prediction with 721,799 reactions and 888 catalyst types from USPTO. The task is: Predict which catalyst facilitates the given reaction. (1) The catalyst class is: 9. Reactant: [H-].[Na+].[Cl:3][C:4]1[N:9]=[C:8]2[NH:10][CH:11]=[CH:12][C:7]2=[C:6]([N+:13]([O-:15])=[O:14])[CH:5]=1.[CH3:16][Si:17]([CH3:24])([CH3:23])[CH2:18][CH2:19][O:20][CH2:21]Cl. Product: [Cl:3][C:4]1[N:9]=[C:8]2[N:10]([CH2:21][O:20][CH2:19][CH2:18][Si:17]([CH3:24])([CH3:23])[CH3:16])[CH:11]=[CH:12][C:7]2=[C:6]([N+:13]([O-:15])=[O:14])[CH:5]=1. (2) Reactant: [Br:1][C:2]1[CH:3]=[C:4]([CH:27]=[C:28]([C:30]([F:33])([F:32])[F:31])[CH:29]=1)[CH2:5][O:6][CH2:7][C:8]1([C:21]2[CH:22]=[N:23][CH:24]=[CH:25][CH:26]=2)[CH2:13][CH2:12][N:11]([C:14](OC(C)(C)C)=O)[CH2:10][CH2:9]1.C(O[BH-](OC(=O)C)OC(=O)C)(=O)C.[Na+]. Product: [Br:1][C:2]1[CH:3]=[C:4]([CH:27]=[C:28]([C:30]([F:31])([F:32])[F:33])[CH:29]=1)[CH2:5][O:6][CH2:7][C:8]1([C:21]2[CH:22]=[N:23][CH:24]=[CH:25][CH:26]=2)[CH2:13][CH2:12][N:11]([CH3:14])[CH2:10][CH2:9]1. The catalyst class is: 5.